Dataset: Reaction yield outcomes from USPTO patents with 853,638 reactions. Task: Predict the reaction yield, written as a fraction of the theoretical maximum amount of product (1.0 means a 100% yield; for example, 0.34 means a 34% yield). (1) The reactants are CCN=C=NCCCN(C)C.C1C=CC2N(O)N=NC=2C=1.[Br:22][C:23]1[CH:28]=[CH:27][C:26]([NH:29][C:30]2[C:38]([C:39](O)=[O:40])=[C:37]3[N:33]([CH2:34][CH2:35][CH2:36]3)[C:32](=[O:42])[C:31]=2[F:43])=[C:25]([F:44])[CH:24]=1.Cl.[CH3:46][O:47][NH:48][CH3:49]. The catalyst is CN(C=O)C. The product is [CH3:46][O:47][N:48]([CH3:49])[C:39]([C:38]1[C:30]([NH:29][C:26]2[CH:27]=[CH:28][C:23]([Br:22])=[CH:24][C:25]=2[F:44])=[C:31]([F:43])[C:32](=[O:42])[N:33]2[C:37]=1[CH2:36][CH2:35][CH2:34]2)=[O:40]. The yield is 0.727. (2) The reactants are [CH:1]1([CH2:4][O:5][C:6]2[CH:11]=[CH:10][C:9]([S:12]([CH3:15])(=[O:14])=[O:13])=[CH:8][C:7]=2[C:16]2[CH:17]=[C:18](I)[C:19](=[O:23])[N:20]([CH3:22])[CH:21]=2)[CH2:3][CH2:2]1.[CH3:25][CH:26]([N:28]1[CH:32]=[C:31]([OH:33])[CH:30]=[N:29]1)[CH3:27].CC(C)(C(=O)CC(=O)C(C)(C)C)C.[O-]P([O-])([O-])=O.[K+].[K+].[K+]. The catalyst is CS(C)=O.[Cu]I. The product is [CH:1]1([CH2:4][O:5][C:6]2[CH:11]=[CH:10][C:9]([S:12]([CH3:15])(=[O:14])=[O:13])=[CH:8][C:7]=2[C:16]2[CH:17]=[C:18]([O:33][C:31]3[CH:30]=[N:29][N:28]([CH:26]([CH3:27])[CH3:25])[CH:32]=3)[C:19](=[O:23])[N:20]([CH3:22])[CH:21]=2)[CH2:3][CH2:2]1. The yield is 0.400. (3) The catalyst is CN(C=O)C. The reactants are [CH3:1][S:2]([NH2:5])(=[O:4])=[O:3].[H-].[Na+].[CH:8]1([CH2:11][N:12]2[CH:17]=[C:16]([C:18]3[C:23]([O:24][C:25]4[CH:30]=[CH:29][C:28]([F:31])=[CH:27][C:26]=4[F:32])=[CH:22][N:21]=[C:20](S(C)(=O)=O)[N:19]=3)[CH:15]=[C:14]([CH3:37])[C:13]2=[O:38])[CH2:10][CH2:9]1. The product is [CH:8]1([CH2:11][N:12]2[C:13](=[O:38])[C:14]([CH3:37])=[CH:15][C:16]([C:18]3[C:23]([O:24][C:25]4[CH:30]=[CH:29][C:28]([F:31])=[CH:27][C:26]=4[F:32])=[CH:22][N:21]=[C:20]([NH:5][S:2]([CH3:1])(=[O:4])=[O:3])[N:19]=3)=[CH:17]2)[CH2:10][CH2:9]1. The yield is 0.544. (4) The reactants are [F:1][C:2]([F:13])([F:12])[C:3]1[N:8]=[C:7]([C:9]([OH:11])=O)[CH:6]=[CH:5][CH:4]=1.CCN(C(C)C)C(C)C.CN(C(ON1N=NC2C=CC=NC1=2)=[N+](C)C)C.F[P-](F)(F)(F)(F)F.[C:47]([C:49]1[C:50]([C:65]([F:68])([F:67])[F:66])=[C:51]2[C:55](=[CH:56][CH:57]=1)[N:54]([CH2:58]/[C:59](=[N:62]/[H])/[NH:60]O)[C:53]([CH3:64])=[CH:52]2)#[N:48]. The catalyst is CC#N. The product is [CH3:64][C:53]1[N:54]([CH2:58][C:59]2[N:62]=[C:9]([C:7]3[CH:6]=[CH:5][CH:4]=[C:3]([C:2]([F:1])([F:13])[F:12])[N:8]=3)[O:11][N:60]=2)[C:55]2[C:51]([CH:52]=1)=[C:50]([C:65]([F:67])([F:66])[F:68])[C:49]([C:47]#[N:48])=[CH:57][CH:56]=2. The yield is 0.460. (5) The reactants are [OH:1][CH2:2][CH2:3][NH:4][CH2:5][C:6]([N:8]1[CH2:13][CH2:12][S:11][C:10]2[CH:14]=[CH:15][C:16]([N+:18]([O-:20])=[O:19])=[CH:17][C:9]1=2)=[O:7].C(N(CC)CC)C.[C:28](O[C:28]([O:30][C:31]([CH3:34])([CH3:33])[CH3:32])=[O:29])([O:30][C:31]([CH3:34])([CH3:33])[CH3:32])=[O:29]. The catalyst is O1CCOCC1.C(OCC)(=O)C. The product is [OH:1][CH2:2][CH2:3][N:4]([CH2:5][C:6]([N:8]1[CH2:13][CH2:12][S:11][C:10]2[CH:14]=[CH:15][C:16]([N+:18]([O-:20])=[O:19])=[CH:17][C:9]1=2)=[O:7])[C:28](=[O:29])[O:30][C:31]([CH3:34])([CH3:33])[CH3:32]. The yield is 0.990. (6) The reactants are [OH:1][CH2:2][C:3]([CH2:8][OH:9])([CH3:7])[C:4]([OH:6])=[O:5].[CH2:10](Br)[C:11]1[CH:16]=[CH:15][CH:14]=[CH:13][CH:12]=1.C([O-])([O-])=O.[Cs+].[Cs+]. The catalyst is CN(C=O)C. The product is [OH:1][CH2:2][C:3]([CH2:8][OH:9])([CH3:7])[C:4]([O:6][CH2:10][C:11]1[CH:16]=[CH:15][CH:14]=[CH:13][CH:12]=1)=[O:5]. The yield is 0.930.